From a dataset of Forward reaction prediction with 1.9M reactions from USPTO patents (1976-2016). Predict the product of the given reaction. (1) Given the reactants CC1(C)[O:6][CH:5]([CH2:7][O:8][NH:9][C:10]([C:12]2[C:20]([NH:21][C:22]3[CH:27]=[CH:26][C:25]([Br:28])=[CH:24][C:23]=3[Cl:29])=[C:19]([F:30])[C:15]3[N:16]=[CH:17][S:18][C:14]=3[CH:13]=2)=[O:11])[CH2:4][O:3]1.FC(F)(F)C(O)=O.C(=O)(O)[O-].[Na+], predict the reaction product. The product is: [OH:6][CH:5]([CH2:4][OH:3])[CH2:7][O:8][NH:9][C:10]([C:12]1[C:20]([NH:21][C:22]2[CH:27]=[CH:26][C:25]([Br:28])=[CH:24][C:23]=2[Cl:29])=[C:19]([F:30])[C:15]2[N:16]=[CH:17][S:18][C:14]=2[CH:13]=1)=[O:11]. (2) Given the reactants C(N(CC)CC)C.O[N:9]1[C:13](=O)C2=[CH:15][CH:16]=[CH:17][CH:18]=[C:11]2[C:10]1=[O:19].[CH2:20]([C@@H:22]1[O:24][CH2:23]1)Cl.C[OH:26].[O:27]1[CH2:32][CH2:31][O:30]CC1, predict the reaction product. The product is: [OH:27][CH:32]1[CH2:31][O:30][N:9]([C:10]([C:11]2[CH:18]=[CH:17][CH:16]=[CH:15][C:20]=2[C:22]([O:24][CH3:23])=[O:26])=[O:19])[CH2:13]1. (3) Given the reactants [CH2:1]([O:3][C:4](=[O:18])[C:5]1[CH:10]=[C:9]([F:11])[CH:8]=[C:7]([C:12]2[CH2:16][CH2:15][CH2:14][C:13]=2Br)[CH:6]=1)[CH3:2].[Cl:19][C:20]1[CH:21]=[CH:22][C:23]([O:29][CH2:30][C:31]2[CH:36]=[CH:35][C:34]([F:37])=[CH:33][CH:32]=2)=[C:24](B(O)O)[CH:25]=1, predict the reaction product. The product is: [CH2:1]([O:3][C:4](=[O:18])[C:5]1[CH:10]=[C:9]([F:11])[CH:8]=[C:7]([C:12]2[CH2:16][CH2:15][CH2:14][C:13]=2[C:22]2[CH:21]=[C:20]([Cl:19])[CH:25]=[CH:24][C:23]=2[O:29][CH2:30][C:31]2[CH:36]=[CH:35][C:34]([F:37])=[CH:33][CH:32]=2)[CH:6]=1)[CH3:2]. (4) Given the reactants [Br:1][C:2]1[CH:7]=[CH:6][N:5]2[C:8]([C:11]([O:13]CC)=[O:12])=[CH:9][N:10]=[C:4]2[CH:3]=1.[OH-].[Na+].Cl, predict the reaction product. The product is: [Br:1][C:2]1[CH:7]=[CH:6][N:5]2[C:8]([C:11]([OH:13])=[O:12])=[CH:9][N:10]=[C:4]2[CH:3]=1. (5) Given the reactants [CH2:1]([CH:8]1[CH2:13][CH2:12][N:11]([CH2:14][C:15]([O:17]CC)=[O:16])[CH2:10][CH2:9]1)[C:2]1[CH:7]=[CH:6][CH:5]=[CH:4][CH:3]=1, predict the reaction product. The product is: [CH2:1]([CH:8]1[CH2:9][CH2:10][N:11]([CH2:14][C:15]([OH:17])=[O:16])[CH2:12][CH2:13]1)[C:2]1[CH:3]=[CH:4][CH:5]=[CH:6][CH:7]=1. (6) Given the reactants FC(F)(F)C(O)=O.[NH2:8][C:9]1[CH:10]=[C:11]([N:15]2[C:20]3[N:21]=[C:22]([NH:25][C:26]4[CH:31]=[CH:30][C:29]([N:32]5[CH2:37][CH2:36][N:35]([CH3:38])[CH2:34][CH2:33]5)=[CH:28][C:27]=4[O:39][CH3:40])[N:23]=[CH:24][C:19]=3[CH:18]=[CH:17][C:16]2=[O:41])[CH:12]=[CH:13][CH:14]=1.[C:42](Cl)(=[O:46])/[CH:43]=[CH:44]/[CH3:45], predict the reaction product. The product is: [CH3:40][O:39][C:27]1[CH:28]=[C:29]([N:32]2[CH2:37][CH2:36][N:35]([CH3:38])[CH2:34][CH2:33]2)[CH:30]=[CH:31][C:26]=1[NH:25][C:22]1[N:23]=[CH:24][C:19]2[CH:18]=[CH:17][C:16](=[O:41])[N:15]([C:11]3[CH:10]=[C:9]([NH:8][C:42](=[O:46])/[CH:43]=[CH:44]/[CH3:45])[CH:14]=[CH:13][CH:12]=3)[C:20]=2[N:21]=1. (7) Given the reactants [CH3:1][Mg+].[Br-].[CH:4]1([N:8]2[CH2:14][CH2:13][CH2:12][N:11]([C:15]([N:17]3[CH2:20][CH:19]([O:21][C:22]4[CH:23]=[CH:24][C:25]([C:28]([O:30]CC)=O)=[N:26][CH:27]=4)[CH2:18]3)=[O:16])[CH2:10][CH2:9]2)[CH2:7][CH2:6][CH2:5]1, predict the reaction product. The product is: [CH:4]1([N:8]2[CH2:14][CH2:13][CH2:12][N:11]([C:15]([N:17]3[CH2:18][CH:19]([O:21][C:22]4[CH:23]=[CH:24][C:25]([C:19]([OH:21])([CH3:20])[CH3:18])=[N:26][CH:27]=4)[CH2:20]3)=[O:16])[CH2:10][CH2:9]2)[CH2:7][CH2:6][CH2:5]1.[CH:4]1([N:8]2[CH2:14][CH2:13][CH2:12][N:11]([C:15]([N:17]3[CH2:18][CH:19]([O:21][C:22]4[CH:23]=[CH:24][C:25]([C:28](=[O:30])[CH3:1])=[N:26][CH:27]=4)[CH2:20]3)=[O:16])[CH2:10][CH2:9]2)[CH2:5][CH2:6][CH2:7]1. (8) The product is: [NH3:13].[Cl:7][C:8]1[CH:9]=[CH:10][C:11]2[CH2:12][N:27]([CH3:26])[CH2:14][CH:15]([C:19]3[CH:24]=[CH:23][C:22]([CH3:25])=[CH:21][N:20]=3)[O:16][C:17]=2[N:18]=1. Given the reactants C=O.C(O)(=O)C.[Cl:7][C:8]1[CH:9]=[CH:10][C:11]2[CH2:12][NH:13][CH2:14][CH:15]([C:19]3[CH:24]=[CH:23][C:22]([CH3:25])=[CH:21][N:20]=3)[O:16][C:17]=2[N:18]=1.[C:26]([BH3-])#[N:27].[Na+], predict the reaction product.